This data is from Reaction yield outcomes from USPTO patents with 853,638 reactions. The task is: Predict the reaction yield, written as a fraction of the theoretical maximum amount of product (1.0 means a 100% yield; for example, 0.34 means a 34% yield). (1) The reactants are [NH2:1][C:2]1[CH2:7][CH2:6][CH2:5][C:4](=[O:8])[CH:3]=1.C(O[CH:12]=[C:13]([C:19]([O:21][CH2:22][CH3:23])=[O:20])[C:14]([O:16][CH2:17][CH3:18])=[O:15])C. No catalyst specified. The product is [CH2:17]([O:16][C:14](=[O:15])[C:13](=[CH:12][NH:1][C:2]1[CH2:7][CH2:6][CH2:5][C:4](=[O:8])[CH:3]=1)[C:19]([O:21][CH2:22][CH3:23])=[O:20])[CH3:18]. The yield is 0.900. (2) The reactants are [CH3:1][O:2][C:3]1[CH:8]=[CH:7][C:6]([C:9]2[N:14]=[C:13]([NH:15][CH2:16][CH2:17][CH2:18][O:19][C:20]3[CH:21]=[C:22]4[C:26](=[CH:27][CH:28]=3)[C@H:25]([CH2:29][C:30]([O:32]CC)=[O:31])[CH2:24][CH2:23]4)[C:12]([C:35]([F:38])([F:37])[F:36])=[CH:11][CH:10]=2)=[CH:5][CH:4]=1.O.[Li+].[OH-]. The catalyst is C1COCC1.CO. The product is [CH3:1][O:2][C:3]1[CH:4]=[CH:5][C:6]([C:9]2[N:14]=[C:13]([NH:15][CH2:16][CH2:17][CH2:18][O:19][C:20]3[CH:21]=[C:22]4[C:26](=[CH:27][CH:28]=3)[C@H:25]([CH2:29][C:30]([OH:32])=[O:31])[CH2:24][CH2:23]4)[C:12]([C:35]([F:37])([F:38])[F:36])=[CH:11][CH:10]=2)=[CH:7][CH:8]=1. The yield is 0.800. (3) The reactants are [CH2:1]1[C:10]2[C:5](=[CH:6][CH:7]=[CH:8][CH:9]=2)[CH2:4][CH2:3][N:2]1[C:11]1([CH2:17][NH2:18])[CH2:16][CH2:15][O:14][CH2:13][CH2:12]1.[F:19][C:20]([F:36])([F:35])[C:21]1[O:25][N:24]=[C:23]([C:26]2[CH:27]=[C:28]([CH:32]=[CH:33][CH:34]=2)[C:29](O)=[O:30])[N:22]=1. No catalyst specified. The product is [CH2:1]1[C:10]2[C:5](=[CH:6][CH:7]=[CH:8][CH:9]=2)[CH2:4][CH2:3][N:2]1[C:11]1([CH2:17][NH:18][C:29](=[O:30])[C:28]2[CH:32]=[CH:33][CH:34]=[C:26]([C:23]3[N:22]=[C:21]([C:20]([F:36])([F:35])[F:19])[O:25][N:24]=3)[CH:27]=2)[CH2:12][CH2:13][O:14][CH2:15][CH2:16]1. The yield is 0.300. (4) The reactants are C(O[C:4]([C:6]1[NH:10][C:9]2[CH:11]=[C:12]([Cl:14])[S:13][C:8]=2[CH:7]=1)=[O:5])C.[CH2:15]1[NH:20][CH2:19][CH2:18][N:17]2[CH2:21][CH2:22][CH2:23][CH:16]12. No catalyst specified. The product is [Cl:14][C:12]1[S:13][C:8]2[CH:7]=[C:6]([C:4]([N:20]3[CH2:19][CH2:18][N:17]4[CH2:21][CH2:22][CH2:23][CH:16]4[CH2:15]3)=[O:5])[NH:10][C:9]=2[CH:11]=1. The yield is 0.300. (5) The reactants are [CH2:1]([C:13]1[C:21]2[S:22][CH:23]=[CH:24][C:20]=2[C:19]([CH2:25][CH2:26][CH2:27][CH2:28][CH2:29][CH2:30][CH2:31][CH2:32][CH2:33][CH2:34][CH2:35][CH3:36])=[C:15]2[S:16][CH:17]=[CH:18][C:14]=12)[CH2:2][CH2:3][CH2:4][CH2:5][CH2:6][CH2:7][CH2:8][CH2:9][CH2:10][CH2:11][CH3:12].C([Li])CCC.[CH3:42][Sn:43](Cl)([CH3:45])[CH3:44].O. The catalyst is O1CCCC1. The product is [CH2:1]([C:13]1[C:21]2[S:22][C:23]([Sn:43]([CH3:45])([CH3:44])[CH3:42])=[CH:24][C:20]=2[C:19]([CH2:25][CH2:26][CH2:27][CH2:28][CH2:29][CH2:30][CH2:31][CH2:32][CH2:33][CH2:34][CH2:35][CH3:36])=[C:15]2[S:16][C:17]([Sn:43]([CH3:45])([CH3:44])[CH3:42])=[CH:18][C:14]=12)[CH2:2][CH2:3][CH2:4][CH2:5][CH2:6][CH2:7][CH2:8][CH2:9][CH2:10][CH2:11][CH3:12]. The yield is 0.580. (6) The reactants are [Cl:1][C:2]1[CH:3]=[CH:4][C:5]([CH2:8][O:9][C:10]2[CH:15]=[CH:14][N+:13]([O-])=[CH:12][CH:11]=2)=[N:6][CH:7]=1.C(N(CC)CC)C.FC(F)(F)C(OC(=O)C(F)(F)F)=[O:27]. The catalyst is C1COCC1. The product is [Cl:1][C:2]1[CH:3]=[CH:4][C:5]([CH2:8][O:9][C:10]2[CH:15]=[CH:14][NH:13][C:12](=[O:27])[CH:11]=2)=[N:6][CH:7]=1. The yield is 0.600.